This data is from Catalyst prediction with 721,799 reactions and 888 catalyst types from USPTO. The task is: Predict which catalyst facilitates the given reaction. Reactant: [F:1][CH:2]([F:11])[O:3][C:4]1[CH:5]=[C:6]([CH:8]=[CH:9][CH:10]=1)[NH2:7].N1C=CC=CC=1.Cl[C:19](OC1C=CC=CC=1)=[O:20].[Cl:28][C:29]1[CH:35]=[C:34]([O:36][C:37]2[C:38]3[N:45]([CH3:46])[CH:44]=[CH:43][C:39]=3[N:40]=[CH:41][N:42]=2)[CH:33]=[CH:32][C:30]=1[NH2:31].[OH-].[Na+]. Product: [Cl:28][C:29]1[CH:35]=[C:34]([O:36][C:37]2[C:38]3[N:45]([CH3:46])[CH:44]=[CH:43][C:39]=3[N:40]=[CH:41][N:42]=2)[CH:33]=[CH:32][C:30]=1[NH:31][C:19]([NH:7][C:6]1[CH:8]=[CH:9][CH:10]=[C:4]([O:3][CH:2]([F:11])[F:1])[CH:5]=1)=[O:20]. The catalyst class is: 264.